From a dataset of Catalyst prediction with 721,799 reactions and 888 catalyst types from USPTO. Predict which catalyst facilitates the given reaction. Reactant: [NH2:1][C:2]([C:4]1[CH:5]=[N:6][C:7]2[C:12]([C:13]=1[NH:14][C:15]1[C:20]3[CH2:21][CH2:22][O:23][C:19]=3[CH:18]=[CH:17][CH:16]=1)=[CH:11][C:10]([C:24]([O:26]C)=[O:25])=[N:9][C:8]=2[CH3:28])=[O:3].[OH-].[Li+]. Product: [NH2:1][C:2]([C:4]1[CH:5]=[N:6][C:7]2[C:12]([C:13]=1[NH:14][C:15]1[C:20]3[CH2:21][CH2:22][O:23][C:19]=3[CH:18]=[CH:17][CH:16]=1)=[CH:11][C:10]([C:24]([OH:26])=[O:25])=[N:9][C:8]=2[CH3:28])=[O:3]. The catalyst class is: 30.